The task is: Predict the reactants needed to synthesize the given product.. This data is from Retrosynthesis with 50K atom-mapped reactions and 10 reaction types from USPTO. (1) The reactants are: CC(=O)Cl.COc1nn(C(c2ccccc2)(c2ccccc2)c2ccccc2)c2cc(Cl)nc(N)c12. Given the product COc1nn(C(c2ccccc2)(c2ccccc2)c2ccccc2)c2cc(Cl)nc(NC(C)=O)c12, predict the reactants needed to synthesize it. (2) Given the product CCOC(=O)c1cc(Oc2ccc(C(CC(=O)c3ccc(=O)n(C)c3)c3ccc(Cl)cc3C)cc2F)ccc1Cl, predict the reactants needed to synthesize it. The reactants are: CCOC(=O)c1cc(B(O)O)ccc1Cl.Cc1cc(Cl)ccc1C(CC(=O)c1ccc(=O)n(C)c1)c1ccc(O)c(F)c1. (3) Given the product CC(C)CC1CNC(=O)[C@H](CC(C)C)N(C(=O)c2cc(-c3ccc(F)cc3)on2)C1, predict the reactants needed to synthesize it. The reactants are: CC(C)CC1CNC(=O)[C@H](CC(C)C)NC1.O=C(O)c1cc(-c2ccc(F)cc2)on1. (4) Given the product CC(C)NC(=O)N1CCc2ccc(OCCCN3CCCCC3)cc2C1, predict the reactants needed to synthesize it. The reactants are: CC(C)N=C=O.c1cc2c(cc1OCCCN1CCCCC1)CNCC2. (5) Given the product O=C(O)C=CCCCCCc1cccc2cncn12, predict the reactants needed to synthesize it. The reactants are: CCOC(=O)C=CCCCCCc1cccc2cncn12.